This data is from Peptide-MHC class I binding affinity with 185,985 pairs from IEDB/IMGT. The task is: Regression. Given a peptide amino acid sequence and an MHC pseudo amino acid sequence, predict their binding affinity value. This is MHC class I binding data. (1) The peptide sequence is IPIPSSWAI. The MHC is HLA-B35:01 with pseudo-sequence HLA-B35:01. The binding affinity (normalized) is 0.631. (2) The peptide sequence is ERAFQNWSV. The MHC is HLA-B40:01 with pseudo-sequence HLA-B40:01. The binding affinity (normalized) is 0.213. (3) The peptide sequence is LPFPFLYKFLL. The MHC is HLA-B44:03 with pseudo-sequence HLA-B44:03. The binding affinity (normalized) is 0.0103. (4) The peptide sequence is FLGKIWPSHK. The MHC is HLA-B44:02 with pseudo-sequence HLA-B44:02. The binding affinity (normalized) is 0. (5) The peptide sequence is AVRLVVGPL. The MHC is HLA-B15:09 with pseudo-sequence HLA-B15:09. The binding affinity (normalized) is 0.0847. (6) The peptide sequence is GRYYVLQFV. The MHC is HLA-C07:01 with pseudo-sequence HLA-C07:01. The binding affinity (normalized) is 0.473.